Dataset: Peptide-MHC class II binding affinity with 134,281 pairs from IEDB. Task: Regression. Given a peptide amino acid sequence and an MHC pseudo amino acid sequence, predict their binding affinity value. This is MHC class II binding data. (1) The peptide sequence is TEAEDVIPEGWKADTSYESK. The MHC is HLA-DQA10101-DQB10501 with pseudo-sequence HLA-DQA10101-DQB10501. The binding affinity (normalized) is 0.466. (2) The peptide sequence is PSFAGLRPTFDTRLM. The MHC is HLA-DQA10102-DQB10602 with pseudo-sequence HLA-DQA10102-DQB10602. The binding affinity (normalized) is 0.123. (3) The MHC is DRB1_0405 with pseudo-sequence DRB1_0405. The binding affinity (normalized) is 0.374. The peptide sequence is ASGGRLNPTEPLPIF. (4) The peptide sequence is INEPTAAAIAYGLDR. The MHC is HLA-DQA10101-DQB10501 with pseudo-sequence HLA-DQA10101-DQB10501. The binding affinity (normalized) is 0.252. (5) The peptide sequence is GFGMLLRKYGIAAENVIDVK. The MHC is DRB5_0101 with pseudo-sequence DRB5_0101. The binding affinity (normalized) is 0.529. (6) The peptide sequence is KGKYVQIPTTCANDP. The MHC is DRB1_0101 with pseudo-sequence DRB1_0101. The binding affinity (normalized) is 0.853.